This data is from Full USPTO retrosynthesis dataset with 1.9M reactions from patents (1976-2016). The task is: Predict the reactants needed to synthesize the given product. (1) Given the product [F:11][C:8]1[CH:9]=[CH:10][C:5]([C:3]2[C:17]([C:18]3[CH:23]=[CH:22][CH:21]=[CH:20][CH:19]=3)=[C:24]3[N:25]([CH2:26][CH2:27][CH2:28]3)[CH:2]=2)=[CH:6][CH:7]=1, predict the reactants needed to synthesize it. The reactants are: Br[CH2:2][C:3]([C:5]1[CH:10]=[CH:9][C:8]([F:11])=[CH:7][CH:6]=1)=O.C([O-])(O)=O.[Na+].[CH2:17]([C:24]1[NH:25][CH2:26][CH2:27][CH:28]=1)[C:18]1[CH:23]=[CH:22][CH:21]=[CH:20][CH:19]=1. (2) Given the product [F:12][C:13]1[CH:14]=[C:15]([C:19]2[CH:20]=[C:21]([CH3:22])[N:2]([CH2:26][C:27]([O:29][CH2:30][CH3:31])=[O:28])[C:1]=2[C:5]2[CH:6]=[CH:7][CH:8]=[CH:9][CH:10]=2)[CH:16]=[CH:17][CH:18]=1, predict the reactants needed to synthesize it. The reactants are: [C-:1]#[N:2].[Na+].C(=O)[C:5]1[CH:10]=[CH:9][CH:8]=[CH:7][CH:6]=1.[F:12][C:13]1[CH:14]=[C:15](/[CH:19]=[CH:20]/[C:21](=O)[CH3:22])[CH:16]=[CH:17][CH:18]=1.Cl.N[CH2:26][C:27]([O:29][CH2:30][CH3:31])=[O:28].C(N(CC)CC)C. (3) Given the product [CH3:38][N:39]([CH3:46])[CH2:40]/[CH:41]=[CH:42]/[C:43]([NH:1][C:2]1[CH:3]=[CH:4][C:5]([O:27][CH3:28])=[C:6]([NH:8][C:9]2[N:10]=[CH:11][C:12]3[CH2:18][N:17]([C:19]4[CH:24]=[CH:23][CH:22]=[CH:21][CH:20]=4)[C:16](=[O:25])[N:15]([CH3:26])[C:13]=3[N:14]=2)[CH:7]=1)=[O:44], predict the reactants needed to synthesize it. The reactants are: [NH2:1][C:2]1[CH:3]=[CH:4][C:5]([O:27][CH3:28])=[C:6]([NH:8][C:9]2[N:14]=[C:13]3[N:15]([CH3:26])[C:16](=[O:25])[N:17]([C:19]4[CH:24]=[CH:23][CH:22]=[CH:21][CH:20]=4)[CH2:18][C:12]3=[CH:11][N:10]=2)[CH:7]=1.CCN(C(C)C)C(C)C.[CH3:38][N:39]([CH3:46])[CH2:40]/[CH:41]=[CH:42]/[C:43](Cl)=[O:44].C(O)(C(F)(F)F)=O. (4) The reactants are: Br[CH2:2][C:3]1[C:8]([CH3:9])=[CH:7][CH:6]=[CH:5][C:4]=1[N:10]1[C:14](=[O:15])[N:13]([CH3:16])[N:12]=[N:11]1.[F:17][C:18]1[CH:19]=[C:20]([N:24]2[CH:28]=[CH:27][C:26]([OH:29])=[N:25]2)[CH:21]=[CH:22][CH:23]=1.C(=O)([O-])[O-].[K+].[K+].C(#N)C. Given the product [F:17][C:18]1[CH:19]=[C:20]([N:24]2[CH:28]=[CH:27][C:26]([O:29][CH2:2][C:3]3[C:8]([CH3:9])=[CH:7][CH:6]=[CH:5][C:4]=3[N:10]3[C:14](=[O:15])[N:13]([CH3:16])[N:12]=[N:11]3)=[N:25]2)[CH:21]=[CH:22][CH:23]=1, predict the reactants needed to synthesize it. (5) Given the product [CH3:5][C:4]1[C:17]2[C:18](=[O:20])[CH2:19][CH:14]([CH3:13])[CH2:15][C:16]=2[NH:2][C:3]=1[C:7]1[CH:12]=[CH:11][N:10]=[CH:9][CH:8]=1, predict the reactants needed to synthesize it. The reactants are: O[N:2]=[C:3]([C:7]1[CH:12]=[CH:11][N:10]=[CH:9][CH:8]=1)[C:4](=O)[CH3:5].[CH3:13][CH:14]1[CH2:19][C:18](=[O:20])[CH2:17][C:16](=O)[CH2:15]1.C(O)(=O)C.[OH-].[Na+]. (6) Given the product [I:1][C:2]1[C:10]2[C:5](=[CH:6][CH:7]=[C:8]([C:11]([O:13][CH3:14])=[O:12])[CH:9]=2)[NH:4][CH:3]=1, predict the reactants needed to synthesize it. The reactants are: [I:1][C:2]1[C:10]2[C:5](=[CH:6][CH:7]=[C:8]([C:11]([OH:13])=[O:12])[CH:9]=2)[NH:4][CH:3]=1.[C:14](=O)([O-])[O-].[K+].[K+].COS(OC)=O.